Task: Regression. Given a peptide amino acid sequence and an MHC pseudo amino acid sequence, predict their binding affinity value. This is MHC class I binding data.. Dataset: Peptide-MHC class I binding affinity with 185,985 pairs from IEDB/IMGT The peptide sequence is KQFSRENLL. The MHC is HLA-B15:03 with pseudo-sequence HLA-B15:03. The binding affinity (normalized) is 0.677.